Task: Predict the product of the given reaction.. Dataset: Forward reaction prediction with 1.9M reactions from USPTO patents (1976-2016) Given the reactants [OH:1][C:2]1[CH:7]=[CH:6][C:5]([C:8]2[O:9][C:10]([CH3:22])=[C:11]([CH2:13][C:14]([N:16]3[CH2:20][CH2:19][CH2:18][C@H:17]3[CH3:21])=[O:15])[N:12]=2)=[CH:4][CH:3]=1.Cl.Cl[CH2:25][C:26]1[N:27]=[CH:28][S:29][CH:30]=1, predict the reaction product. The product is: [CH3:21][C@@H:17]1[CH2:18][CH2:19][CH2:20][N:16]1[C:14](=[O:15])[CH2:13][C:11]1[N:12]=[C:8]([C:5]2[CH:6]=[CH:7][C:2]([O:1][CH2:25][C:26]3[N:27]=[CH:28][S:29][CH:30]=3)=[CH:3][CH:4]=2)[O:9][C:10]=1[CH3:22].